Predict the reactants needed to synthesize the given product. From a dataset of Full USPTO retrosynthesis dataset with 1.9M reactions from patents (1976-2016). The reactants are: Cl.[CH:2]1([C:5]2[N:6]=[CH:7][C:8]([O:11][C@@H:12]3[CH2:22][N:15]4[C:16](=[O:21])[CH2:17][CH2:18][NH:19][CH2:20][C@@H:14]4[CH2:13]3)=[N:9][CH:10]=2)[CH2:4][CH2:3]1.[F:23][C:24]([F:35])([F:34])[O:25][C:26]1[CH:33]=[CH:32][C:29]([CH:30]=O)=[CH:28][CH:27]=1.C(N(C(C)C)C(C)C)C.C(O[BH-](OC(=O)C)OC(=O)C)(=O)C.[Na+]. Given the product [CH:2]1([C:5]2[N:6]=[CH:7][C:8]([O:11][C@@H:12]3[CH2:22][N:15]4[C:16](=[O:21])[CH2:17][CH2:18][N:19]([CH2:30][C:29]5[CH:32]=[CH:33][C:26]([O:25][C:24]([F:23])([F:34])[F:35])=[CH:27][CH:28]=5)[CH2:20][C@@H:14]4[CH2:13]3)=[N:9][CH:10]=2)[CH2:4][CH2:3]1, predict the reactants needed to synthesize it.